Dataset: Forward reaction prediction with 1.9M reactions from USPTO patents (1976-2016). Task: Predict the product of the given reaction. Given the reactants [CH2:1]([O:3][C:4](=[O:19])/[C:5](/[NH2:18])=[CH:6]/[C:7](=[O:17])/[CH:8]=[CH:9]/[C:10]1[CH:15]=[CH:14][C:13]([Cl:16])=[CH:12][CH:11]=1)[CH3:2], predict the reaction product. The product is: [CH2:1]([O:3][C:4]([C:5]1[NH:18][CH:9]([C:10]2[CH:15]=[CH:14][C:13]([Cl:16])=[CH:12][CH:11]=2)[CH2:8][C:7](=[O:17])[CH:6]=1)=[O:19])[CH3:2].